Predict the reactants needed to synthesize the given product. From a dataset of Full USPTO retrosynthesis dataset with 1.9M reactions from patents (1976-2016). (1) Given the product [CH3:1][O:2][C:3]1[CH:4]=[C:5]([CH:13]([CH3:18])[C:14]([O:16][CH3:17])=[O:15])[CH:6]=[C:7]([C:9]([F:11])([F:10])[F:12])[CH:8]=1, predict the reactants needed to synthesize it. The reactants are: [CH3:1][O:2][C:3]1[CH:4]=[C:5]([CH2:13][C:14]([O:16][CH3:17])=[O:15])[CH:6]=[C:7]([C:9]([F:12])([F:11])[F:10])[CH:8]=1.[CH2:18]([Li])CCC.IC. (2) The reactants are: [CH3:1][O:2][C:3]1[CH:12]=[C:11]2[C:6]([CH2:7][CH2:8][CH:9]([NH:13][CH2:14][CH2:15][CH3:16])[CH2:10]2)=[CH:5][CH:4]=1.O=[C:18]1[CH2:24][N:23]([CH2:25][CH2:26][CH2:27][CH:28]=O)[CH2:22][CH2:21][CH2:20][O:19]1.C(N(C(C)C)CC)(C)C.C(O[BH-](OC(=O)C)OC(=O)C)(=[O:41])C.[Na+]. Given the product [CH3:1][O:2][C:3]1[CH:12]=[C:11]2[C:6]([CH2:7][CH2:8][CH:9]([N:13]([CH2:14][CH2:15][CH3:16])[CH2:28][CH2:27][CH2:26][CH2:25][N:23]3[CH2:22][CH2:21][CH2:20][O:19][CH2:18][C:24]3=[O:41])[CH2:10]2)=[CH:5][CH:4]=1, predict the reactants needed to synthesize it. (3) Given the product [CH:8]([C:11]1[N:16]=[C:15]([N:17]2[CH2:22][CH2:21][N:20]([CH2:24][CH2:25][CH2:26][CH2:27][O:28][C:29]3[CH:30]=[CH:31][C:32]4[CH2:38][CH2:37][NH:36][C:35](=[O:39])[NH:34][C:33]=4[CH:40]=3)[CH2:19][CH2:18]2)[CH:14]=[CH:13][CH:12]=1)([CH3:10])[CH3:9], predict the reactants needed to synthesize it. The reactants are: O.C(=O)([O-])[O-].[K+].[K+].[CH:8]([C:11]1[N:16]=[C:15]([N:17]2[CH2:22][CH2:21][NH:20][CH2:19][CH2:18]2)[CH:14]=[CH:13][CH:12]=1)([CH3:10])[CH3:9].Cl[CH2:24][CH2:25][CH2:26][CH2:27][O:28][C:29]1[CH:30]=[CH:31][C:32]2[CH2:38][CH2:37][NH:36][C:35](=[O:39])[NH:34][C:33]=2[CH:40]=1. (4) Given the product [Cl:1][C:2]1[C:7]([CH:8]([CH2:10][CH2:11][OH:12])[CH3:9])=[CH:6][C:5]([C:13]#[N:14])=[CH:4][C:3]=1[NH:15][C:16]1[N:21]=[C:20]([NH:22][CH:32]2[CH2:33][CH2:34]2)[C:19]2=[N:35][CH:36]=[C:37]([C:38]#[N:39])[N:18]2[N:17]=1, predict the reactants needed to synthesize it. The reactants are: [Cl:1][C:2]1[C:7]([CH:8]([CH2:10][CH2:11][OH:12])[CH3:9])=[CH:6][C:5]([C:13]#[N:14])=[CH:4][C:3]=1[NH:15][C:16]1[N:21]=[C:20]([N:22]([CH:32]2[CH2:34][CH2:33]2)CC2C=CC(OC)=CC=2)[C:19]2=[N:35][CH:36]=[C:37]([C:38]#[N:39])[N:18]2[N:17]=1.C1(OC)C=CC=CC=1.C(O)(C(F)(F)F)=O.